From a dataset of Buchwald-Hartwig C-N cross coupling reaction yields with 55,370 reactions. Predict the reaction yield, written as a fraction of the theoretical maximum amount of product (1.0 means a 100% yield; for example, 0.34 means a 34% yield). (1) The reactants are FC(F)(F)c1ccc(Cl)cc1.Cc1ccc(N)cc1.O=S(=O)(O[Pd]1c2ccccc2-c2ccccc2N~1)C(F)(F)F.COc1ccc(OC)c(P(C(C)(C)C)C(C)(C)C)c1-c1c(C(C)C)cc(C(C)C)cc1C(C)C.CN(C)C(=NC(C)(C)C)N(C)C.c1ccc(-c2ccon2)cc1. No catalyst specified. The product is Cc1ccc(Nc2ccc(C(F)(F)F)cc2)cc1. The yield is 0.259. (2) The reactants are FC(F)(F)c1ccc(Br)cc1.Cc1ccc(N)cc1.O=S(=O)(O[Pd]1c2ccccc2-c2ccccc2N~1)C(F)(F)F.COc1ccc(OC)c(P([C@]23C[C@H]4C[C@H](C[C@H](C4)C2)C3)[C@]23C[C@H]4C[C@H](C[C@H](C4)C2)C3)c1-c1c(C(C)C)cc(C(C)C)cc1C(C)C.CN1CCCN2CCCN=C12.CCOC(=O)c1cnoc1C. No catalyst specified. The product is Cc1ccc(Nc2ccc(C(F)(F)F)cc2)cc1. The yield is 0.271. (3) The reactants are Brc1ccccn1.Cc1ccc(N)cc1.O=S(=O)(O[Pd]1c2ccccc2-c2ccccc2N~1)C(F)(F)F.CC(C)c1cc(C(C)C)c(-c2ccccc2P(C2CCCCC2)C2CCCCC2)c(C(C)C)c1.CN(C)C(=NC(C)(C)C)N(C)C.COC(=O)c1ccno1. No catalyst specified. The product is Cc1ccc(Nc2ccccn2)cc1. The yield is 0.250. (4) The reactants are CCc1ccc(Cl)cc1.Cc1ccc(N)cc1.O=S(=O)(O[Pd]1c2ccccc2-c2ccccc2N~1)C(F)(F)F.COc1ccc(OC)c(P([C@]23C[C@H]4C[C@H](C[C@H](C4)C2)C3)[C@]23C[C@H]4C[C@H](C[C@H](C4)C2)C3)c1-c1c(C(C)C)cc(C(C)C)cc1C(C)C.CCN=P(N=P(N(C)C)(N(C)C)N(C)C)(N(C)C)N(C)C.COC(=O)c1cc(-c2ccco2)on1. No catalyst specified. The product is CCc1ccc(Nc2ccc(C)cc2)cc1. The yield is 0. (5) The reactants are COc1ccc(Br)cc1.Cc1ccc(N)cc1.O=S(=O)(O[Pd]1c2ccccc2-c2ccccc2N~1)C(F)(F)F.CC(C)c1cc(C(C)C)c(-c2ccccc2P(C(C)(C)C)C(C)(C)C)c(C(C)C)c1.CN(C)C(=NC(C)(C)C)N(C)C.Fc1cccc(F)c1-c1ccno1. No catalyst specified. The product is COc1ccc(Nc2ccc(C)cc2)cc1. The yield is 0.349. (6) The reactants are Ic1cccnc1.Cc1ccc(N)cc1.O=S(=O)(O[Pd]1c2ccccc2-c2ccccc2N~1)C(F)(F)F.COc1ccc(OC)c(P([C@]23C[C@H]4C[C@H](C[C@H](C4)C2)C3)[C@]23C[C@H]4C[C@H](C[C@H](C4)C2)C3)c1-c1c(C(C)C)cc(C(C)C)cc1C(C)C.CN1CCCN2CCCN=C12.Cc1ccon1. No catalyst specified. The product is Cc1ccc(Nc2cccnc2)cc1. The yield is 0.945. (7) The reactants are Ic1cccnc1.Cc1ccc(N)cc1.O=S(=O)(O[Pd]1c2ccccc2-c2ccccc2N~1)C(F)(F)F.COc1ccc(OC)c(P(C(C)(C)C)C(C)(C)C)c1-c1c(C(C)C)cc(C(C)C)cc1C(C)C.CN1CCCN2CCCN=C12.COC(=O)c1cc(-c2ccco2)on1. No catalyst specified. The product is Cc1ccc(Nc2cccnc2)cc1. The yield is 0.830. (8) The reactants are COc1ccc(Br)cc1.Cc1ccc(N)cc1.O=S(=O)(O[Pd]1c2ccccc2-c2ccccc2N~1)C(F)(F)F.COc1ccc(OC)c(P([C@]23C[C@H]4C[C@H](C[C@H](C4)C2)C3)[C@]23C[C@H]4C[C@H](C[C@H](C4)C2)C3)c1-c1c(C(C)C)cc(C(C)C)cc1C(C)C.CN1CCCN2CCCN=C12.COC(=O)c1cc(-c2ccco2)on1. No catalyst specified. The product is COc1ccc(Nc2ccc(C)cc2)cc1. The yield is 0.239.